The task is: Predict the reactants needed to synthesize the given product.. This data is from Full USPTO retrosynthesis dataset with 1.9M reactions from patents (1976-2016). (1) Given the product [CH2:12]([O:1][C:2]1[CH:3]=[N:4][CH:5]=[C:6]([CH:11]=1)[C:7]([O:9][CH3:10])=[O:8])[CH:13]([CH3:15])[CH3:14], predict the reactants needed to synthesize it. The reactants are: [OH:1][C:2]1[CH:3]=[N:4][CH:5]=[C:6]([CH:11]=1)[C:7]([O:9][CH3:10])=[O:8].[CH2:12](Br)[CH:13]([CH3:15])[CH3:14].C(=O)([O-])[O-].[K+].[K+].O. (2) Given the product [CH3:1][C:2]1[C:31]([CH3:32])=[CH:30][CH:29]=[CH:28][C:3]=1[O:4][CH2:5][CH2:6][CH2:7][C:8]([N:10]1[C:19]2[C:14](=[C:15]([C:56]3[CH:55]=[N:54][N:53]([CH2:52][C:50]4[CH:49]=[CH:48][N:47]=[C:46]([S:45][CH3:44])[N:51]=4)[CH:57]=3)[CH:16]=[CH:17][CH:18]=2)[CH2:13][CH2:12][CH2:11]1)=[O:9], predict the reactants needed to synthesize it. The reactants are: [CH3:1][C:2]1[C:31]([CH3:32])=[CH:30][CH:29]=[CH:28][C:3]=1[O:4][CH2:5][CH2:6][CH2:7][C:8]([N:10]1[C:19]2[C:14](=[C:15](C3C=CC(CO)=CC=3)[CH:16]=[CH:17][CH:18]=2)[CH2:13][CH2:12][CH2:11]1)=[O:9].OCC1C=CC(B(O)O)=CC=1.[CH3:44][S:45][C:46]1[N:51]=[C:50]([CH2:52][N:53]2[CH:57]=[C:56](B3OC(C)(C)C(C)(C)O3)[CH:55]=[N:54]2)[CH:49]=[CH:48][N:47]=1. (3) Given the product [Cl:1][C:2]1[C:7]([Cl:8])=[C:6]([O:9][CH3:10])[CH:5]=[CH:4][C:3]=1[CH:11]([CH3:22])[C:12]([C:14]1[CH:15]=[CH:16][C:17](=[O:21])[N:18]([CH3:20])[CH:19]=1)([OH:13])[C:24]([F:26])([F:25])[F:23], predict the reactants needed to synthesize it. The reactants are: [Cl:1][C:2]1[C:7]([Cl:8])=[C:6]([O:9][CH3:10])[CH:5]=[CH:4][C:3]=1[CH:11]([CH3:22])[C:12]([C:14]1[CH:15]=[CH:16][C:17](=[O:21])[N:18]([CH3:20])[CH:19]=1)=[O:13].[F:23][C:24]([Si](C)(C)C)([F:26])[F:25].[F-].C[N+](C)(C)C. (4) Given the product [CH2:51]([C:54]1[C:55]([O:75][CH3:76])=[CH:56][CH:57]=[C:58]2[C:63]=1[CH:62]=[C:61]([C@@:64]1([O:73][CH3:74])[CH2:68][N:67]([C:4](=[O:6])[C@@H:3]([NH:7][C:8]([O:10][CH2:11][CH2:12][CH2:13][CH:14]=[CH2:15])=[O:9])[C:2]([CH3:1])([CH3:17])[CH3:16])[C@H:66]([C:69]([O:71][CH3:72])=[O:70])[CH2:65]1)[CH:60]=[CH:59]2)[CH:52]=[CH2:53], predict the reactants needed to synthesize it. The reactants are: [CH3:1][C:2]([CH3:17])([CH3:16])[C@H:3]([NH:7][C:8]([O:10][CH2:11][CH2:12][CH2:13][CH:14]=[CH2:15])=[O:9])[C:4]([OH:6])=O.CCN(C(C)C)C(C)C.CN(C(ON1N=NC2C=CC=NC1=2)=[N+](C)C)C.F[P-](F)(F)(F)(F)F.[CH2:51]([C:54]1[C:55]([O:75][CH3:76])=[CH:56][CH:57]=[C:58]2[C:63]=1[CH:62]=[C:61]([C@@:64]1([O:73][CH3:74])[CH2:68][NH:67][C@H:66]([C:69]([O:71][CH3:72])=[O:70])[CH2:65]1)[CH:60]=[CH:59]2)[CH:52]=[CH2:53]. (5) Given the product [CH3:1][O:2][C:3](=[O:4])[C:5]1[C:10]([Cl:23])=[C:9]([C:12]([O:14][CH3:15])=[O:13])[CH:8]=[N:7][CH:6]=1, predict the reactants needed to synthesize it. The reactants are: [CH3:1][O:2][C:3]([C:5]1[C:10](=O)[C:9]([C:12]([O:14][CH3:15])=[O:13])=[CH:8][NH:7][CH:6]=1)=[O:4].CN(C=O)C.S(Cl)([Cl:23])=O. (6) Given the product [C:23]([C:25]1[CH:30]=[CH:29][C:28]([N:31]=[C:32]2[NH:8][C@@H:3]([CH:4]([CH2:5][CH3:6])[CH3:7])[CH2:2][S:33]2)=[C:27]([CH2:34][CH3:35])[CH:26]=1)#[N:24], predict the reactants needed to synthesize it. The reactants are: O[CH2:2][C@@H:3]([NH2:8])[CH:4]([CH3:7])[CH2:5][CH3:6].COC(=O)[C@H]([C@H](CC)C)N.OCCN.[C:23]([C:25]1[CH:30]=[CH:29][C:28]([N:31]=[C:32]=[S:33])=[C:27]([CH2:34][CH3:35])[CH:26]=1)#[N:24]. (7) Given the product [Cl:51][C:31]1[C:32]([NH:34][C:35]2[CH:40]=[CH:39][C:38]([N:41]3[CH2:46][CH2:45][P:44]([CH3:48])(=[O:47])[CH2:43][CH2:42]3)=[CH:37][C:36]=2[O:49][CH3:50])=[N:33][C:28]([NH:58][CH2:57][C:53]2[S:52][CH:56]=[CH:55][CH:54]=2)=[N:29][CH:30]=1, predict the reactants needed to synthesize it. The reactants are: COC1C=C(N2CCP(C)(=O)CC2)C=CC=1N.ClC1N=C(Cl)C(Cl)=CN=1.Cl[C:28]1[N:33]=[C:32]([NH:34][C:35]2[CH:40]=[CH:39][C:38]([N:41]3[CH2:46][CH2:45][P:44]([CH3:48])(=[O:47])[CH2:43][CH2:42]3)=[CH:37][C:36]=2[O:49][CH3:50])[C:31]([Cl:51])=[CH:30][N:29]=1.[S:52]1[CH:56]=[CH:55][CH:54]=[C:53]1[CH2:57][NH2:58]. (8) The reactants are: C([O:3][C:4]([C:6]1[N:7]([CH3:18])[N:8]=[N:9][C:10]=1[C:11]1[CH:16]=[CH:15][C:14]([Br:17])=[CH:13][CH:12]=1)=[O:5])C.[OH-].[Li+]. Given the product [Br:17][C:14]1[CH:15]=[CH:16][C:11]([C:10]2[N:9]=[N:8][N:7]([CH3:18])[C:6]=2[C:4]([OH:5])=[O:3])=[CH:12][CH:13]=1, predict the reactants needed to synthesize it. (9) Given the product [CH2:8]([N:9]1[CH2:10][CH:12]=[CH:13][S:14]1=[O:15])[CH2:7][CH2:6][CH2:5][CH2:4][CH2:3][CH2:2][CH3:1], predict the reactants needed to synthesize it. The reactants are: [CH3:1][CH2:2][CH2:3][CH2:4][CH2:5][CH2:6][CH2:7][CH2:8][N:9]1[S:14][CH:13]=[CH:12][C:10]1=O.[OH-:15].[Na+]. (10) Given the product [CH2:1]([O:3][C:4]([C:6]1[C:7]([OH:23])=[C:8]2[C:15]([C:16]3[CH:21]=[CH:20][C:19]([Cl:22])=[CH:18][CH:17]=3)=[N:14][S:13][C:9]2=[C:10]([C:32]2[C:33]3[C:28](=[CH:27][CH:26]=[CH:25][CH:24]=3)[CH:29]=[CH:30][CH:31]=2)[N:11]=1)=[O:5])[CH3:2], predict the reactants needed to synthesize it. The reactants are: [CH2:1]([O:3][C:4]([C:6]1[C:7]([OH:23])=[C:8]2[C:15]([C:16]3[CH:21]=[CH:20][C:19]([Cl:22])=[CH:18][CH:17]=3)=[N:14][S:13][C:9]2=[C:10](Br)[N:11]=1)=[O:5])[CH3:2].[C:24]1(B(O)O)[C:33]2[C:28](=[CH:29][CH:30]=[CH:31][CH:32]=2)[CH:27]=[CH:26][CH:25]=1.